From a dataset of Catalyst prediction with 721,799 reactions and 888 catalyst types from USPTO. Predict which catalyst facilitates the given reaction. (1) Reactant: C(OC(=O)[NH:7][C:8]1([C:12]2[CH:17]=[CH:16][C:15]([C:18]3[CH:19]=[N:20][NH:21][CH:22]=3)=[CH:14][N:13]=2)[CH2:11][CH2:10][CH2:9]1)(C)(C)C.C(O)(C(F)(F)F)=O.[ClH:31].O1CCOCC1. Product: [ClH:31].[ClH:31].[NH:20]1[CH:19]=[C:18]([C:15]2[CH:16]=[CH:17][C:12]([C:8]3([NH2:7])[CH2:11][CH2:10][CH2:9]3)=[N:13][CH:14]=2)[CH:22]=[N:21]1. The catalyst class is: 2. (2) Reactant: C1CCN2C(=NCCC2)CC1.[O:12]=[C:13]1[C:21]2[C:16](=[CH:17][CH:18]=[CH:19][CH:20]=2)[CH:15]([C:22]([O:24][CH2:25][CH3:26])=[O:23])[NH:14]1.[CH2:27]=[O:28].[Al]. The catalyst class is: 12. Product: [OH:28][CH2:27][C:15]1([C:22]([O:24][CH2:25][CH3:26])=[O:23])[C:16]2[C:21](=[CH:20][CH:19]=[CH:18][CH:17]=2)[C:13](=[O:12])[NH:14]1.